This data is from Forward reaction prediction with 1.9M reactions from USPTO patents (1976-2016). The task is: Predict the product of the given reaction. (1) Given the reactants [C:1]([C:3]1[CH:8]=[CH:7][C:6]([NH:9][CH:10]2[CH2:15][CH2:14][N:13](C(OC(C)(C)C)=O)[CH2:12][CH2:11]2)=[CH:5][C:4]=1[C:23]([F:26])([F:25])[F:24])#[N:2].FC(F)(F)C(O)=O, predict the reaction product. The product is: [C:1]([C:3]1[CH:8]=[CH:7][C:6]([NH:9][CH:10]2[CH2:11][CH2:12][NH:13][CH2:14][CH2:15]2)=[CH:5][C:4]=1[C:23]([F:26])([F:24])[F:25])#[N:2]. (2) Given the reactants Br[C:2]1[CH:7]=[C:6]([C:8]([CH3:11])([CH3:10])[CH3:9])[CH:5]=[CH:4][C:3]=1[S:12]([N:15]([C:19]1[CH:23]=[CH:22][S:21][C:20]=1[C:24]([O:26][CH3:27])=[O:25])[CH2:16][O:17][CH3:18])(=[O:14])=[O:13].[C:28](=[O:31])([O-])[O-].[Cs+].[Cs+].[C:34]1(C)[CH:39]=CC=C[CH:35]=1.O, predict the reaction product. The product is: [C:8]([C:6]1[CH:5]=[CH:4][C:3]([S:12]([N:15]([C:19]2[CH:23]=[CH:22][S:21][C:20]=2[C:24]([O:26][CH3:27])=[O:25])[CH2:16][O:17][CH3:18])(=[O:14])=[O:13])=[C:2]([CH:35]=[CH:34][CH2:39][O:31][CH3:28])[CH:7]=1)([CH3:11])([CH3:10])[CH3:9]. (3) Given the reactants [N:1]1[CH:6]=[CH:5][CH:4]=[CH:3][C:2]=1[C:7]([O:9][C:10]([CH3:13])([CH3:12])[CH3:11])=[O:8].ClC1C=CC=C(C(OO)=[O:22])C=1, predict the reaction product. The product is: [N+:1]1([O-:22])[C:2]([C:7]([O:9][C:10]([CH3:13])([CH3:12])[CH3:11])=[O:8])=[CH:3][CH:4]=[CH:5][CH:6]=1. (4) Given the reactants O.[NH2:2][C@H:3]([C:9]([O-:11])=O)[CH2:4][CH2:5][C:6]([O-:8])=[O:7].[Na+].[Na+].[OH-].[Na+].[C:16](Cl)(=[O:24])[CH2:17][CH2:18][CH2:19][CH2:20][CH2:21][CH2:22][CH3:23].S(=O)(=O)(O)O.[CH2:31]([NH2:35])[CH2:32][CH2:33][CH3:34], predict the reaction product. The product is: [CH2:31]([N:35]([CH2:9][CH2:3][CH2:4][CH3:5])[C:9](=[O:11])[C@H:3]([CH2:4][CH2:5][C:6]([OH:8])=[O:7])[NH:2][C:16](=[O:24])[CH2:17][CH2:18][CH2:19][CH2:20][CH2:21][CH2:22][CH3:23])[CH2:32][CH2:33][CH3:34]. (5) Given the reactants [F:1][C:2]([F:16])([F:15])[C:3]1[NH:14][C:6]2=[N:7][CH:8]=[CH:9][C:10](B(O)O)=[C:5]2[CH:4]=1.Br[C:18]1[S:22][C:21]([S:23]([NH:26][CH2:27][CH2:28][NH:29]C(=O)OC(C)(C)C)(=[O:25])=[O:24])=[CH:20][CH:19]=1.[C:37](=[O:40])(O)[O-:38].[Na+], predict the reaction product. The product is: [F:1][C:2]([F:16])([F:15])[C:37]([OH:38])=[O:40].[NH2:29][CH2:28][CH2:27][NH:26][S:23]([C:21]1[S:22][C:18]([C:10]2[CH:9]=[CH:8][N:7]=[C:6]3[NH:14][C:3]([C:2]([F:16])([F:15])[F:1])=[CH:4][C:5]=23)=[CH:19][CH:20]=1)(=[O:25])=[O:24]. (6) Given the reactants [OH:1][C:2]1([C:8]2[CH:13]=[CH:12][CH:11]=[CH:10][CH:9]=2)[CH2:7][CH2:6][NH:5][CH2:4][CH2:3]1.[C:14](O[C:14]([O:16][C:17]([CH3:20])([CH3:19])[CH3:18])=[O:15])([O:16][C:17]([CH3:20])([CH3:19])[CH3:18])=[O:15], predict the reaction product. The product is: [C:17]([O:16][C:14]([N:5]1[CH2:6][CH2:7][C:2]([OH:1])([C:8]2[CH:13]=[CH:12][CH:11]=[CH:10][CH:9]=2)[CH2:3][CH2:4]1)=[O:15])([CH3:20])([CH3:19])[CH3:18]. (7) The product is: [Cl:1][C:2]1[CH:3]=[C:4]2[CH:9]=[C:10]([C:11]3([CH3:14])[CH2:13][CH2:12]3)[NH:8][C:5]2=[CH:6][N:7]=1. Given the reactants [Cl:1][C:2]1[N:7]=[CH:6][C:5]([NH2:8])=[C:4]([C:9]#[C:10][C:11]2([CH3:14])[CH2:13][CH2:12]2)[CH:3]=1.CC([O-])(C)C.[K+], predict the reaction product. (8) Given the reactants C([O:4][CH:5]1[CH2:26][N:25]([CH2:27][CH2:28][CH2:29][CH2:30][CH2:31][CH2:32][C:33]([O:35]CC)=[O:34])[C:8]2=[N:9][C:10]([C:19]3[CH:24]=[CH:23][CH:22]=[CH:21][CH:20]=3)=[C:11]([C:13]3[CH:18]=[CH:17][CH:16]=[CH:15][CH:14]=3)[N:12]=[C:7]2[CH:6]1[O:38]C(=O)C)(=O)C.[Li+].[OH-].Cl, predict the reaction product. The product is: [OH:4][CH:5]1[CH2:26][N:25]([CH2:27][CH2:28][CH2:29][CH2:30][CH2:31][CH2:32][C:33]([OH:35])=[O:34])[C:8]2=[N:9][C:10]([C:19]3[CH:24]=[CH:23][CH:22]=[CH:21][CH:20]=3)=[C:11]([C:13]3[CH:14]=[CH:15][CH:16]=[CH:17][CH:18]=3)[N:12]=[C:7]2[CH:6]1[OH:38]. (9) Given the reactants [F:1][C:2]1[CH:3]=[C:4]([CH:17]=[C:18]([F:20])[CH:19]=1)[C:5]([O:7][C:8]12[CH2:14][C:11]([O:15]C)([CH2:12][CH2:13]1)[CH2:10][CH2:9]2)=[O:6].[Si](I)(C)(C)C.C([O-])(O)=O.[Na+].[O-]S([O-])(=S)=O.[Na+].[Na+], predict the reaction product. The product is: [F:1][C:2]1[CH:3]=[C:4]([CH:17]=[C:18]([F:20])[CH:19]=1)[C:5]([O:7][C:8]12[CH2:14][C:11]([OH:15])([CH2:10][CH2:9]1)[CH2:12][CH2:13]2)=[O:6].